This data is from Reaction yield outcomes from USPTO patents with 853,638 reactions. The task is: Predict the reaction yield, written as a fraction of the theoretical maximum amount of product (1.0 means a 100% yield; for example, 0.34 means a 34% yield). (1) The reactants are [CH:1]1([NH:4][C:5]2[C:6]([NH2:12])=[CH:7][CH:8]=[C:9]([F:11])[CH:10]=2)[CH2:3][CH2:2]1.[C:13]([O:17][C:18]([NH:20][C@@H:21]([CH3:25])[C:22](O)=[O:23])=[O:19])([CH3:16])([CH3:15])[CH3:14].C1C=NC2N(O)N=NC=2C=1.CN1CCOCC1.Cl.CN(C)CCCN=C=NCC. The catalyst is C(Cl)Cl. The product is [C:13]([O:17][C:18](=[O:19])[NH:20][C@H:21]([C:22](=[O:23])[NH:12][C:6]1[CH:7]=[CH:8][C:9]([F:11])=[CH:10][C:5]=1[NH:4][CH:1]1[CH2:3][CH2:2]1)[CH3:25])([CH3:14])([CH3:15])[CH3:16]. The yield is 0.720. (2) The reactants are C(OC(=O)[NH:10][C:11]1([C:17]2[CH:22]=[CH:21][CH:20]=[CH:19][CH:18]=2)[CH2:16][CH2:15][CH2:14][CH2:13][CH2:12]1)C1C=CC=CC=1. The catalyst is CO.[Pd]. The product is [C:17]1([C:11]2([NH2:10])[CH2:16][CH2:15][CH2:14][CH2:13][CH2:12]2)[CH:22]=[CH:21][CH:20]=[CH:19][CH:18]=1. The yield is 0.900.